Predict the reaction yield, written as a fraction of the theoretical maximum amount of product (1.0 means a 100% yield; for example, 0.34 means a 34% yield). From a dataset of Reaction yield outcomes from USPTO patents with 853,638 reactions. The reactants are ClC1C=CC2SC=C(CN3CCN(C4SC(C(O)=O)=C(C)N=4)C3=O)C=2C=1.[CH3:27][C:28]1[N:29]=[C:30]([N:36]2[CH2:40][CH2:39][N:38]([CH2:41][C:42]3[CH:43]=[N:44][CH:45]=[CH:46][CH:47]=3)[C:37]2=[O:48])[S:31][C:32]=1[C:33]([OH:35])=O.[CH2:49]([NH2:56])[C:50]1[CH:55]=[CH:54][CH:53]=[CH:52][CH:51]=1. No catalyst specified. The product is [CH2:49]([NH:56][C:33]([C:32]1[S:31][C:30]([N:36]2[CH2:40][CH2:39][N:38]([CH2:41][C:42]3[CH:43]=[N:44][CH:45]=[CH:46][CH:47]=3)[C:37]2=[O:48])=[N:29][C:28]=1[CH3:27])=[O:35])[C:50]1[CH:55]=[CH:54][CH:53]=[CH:52][CH:51]=1. The yield is 0.130.